From a dataset of Catalyst prediction with 721,799 reactions and 888 catalyst types from USPTO. Predict which catalyst facilitates the given reaction. (1) Reactant: N.[C:2]([C@H:4]1[CH2:9][CH2:8][CH2:7][CH2:6][N:5]1[C:10]([O:12][C:13]([CH3:16])([CH3:15])[CH3:14])=[O:11])#[N:3]. Product: [NH2:3][CH2:2][C@H:4]1[CH2:9][CH2:8][CH2:7][CH2:6][N:5]1[C:10]([O:12][C:13]([CH3:16])([CH3:15])[CH3:14])=[O:11]. The catalyst class is: 181. (2) Reactant: [NH:1]([C:3]([O:5][C:6]([CH3:9])([CH3:8])[CH3:7])=[O:4])[NH2:2].[F:10][C:11]([F:17])([F:16])[CH2:12][N:13]=[C:14]=[O:15].C1COCC1. Product: [F:10][C:11]([F:17])([F:16])[CH2:12][NH:13][C:14]([NH:2][NH:1][C:3]([O:5][C:6]([CH3:9])([CH3:8])[CH3:7])=[O:4])=[O:15]. The catalyst class is: 48. (3) Reactant: [CH3:1][C:2]1[CH:7]=[C:6]([CH3:8])[N:5]2[N:9]=[C:10]([SH:12])[N:11]=[C:4]2[N:3]=1.[C:13]1([N:19]([CH2:23][CH2:24]O)[CH2:20][CH2:21][OH:22])[CH:18]=[CH:17][CH:16]=[CH:15][CH:14]=1.C1(P(C2C=CC=CC=2)C2C=CC=CC=2)C=CC=CC=1.CC(OC(/N=N/C(OC(C)C)=O)=O)C. Product: [CH3:1][C:2]1[CH:7]=[C:6]([CH3:8])[N:5]2[N:9]=[C:10]([S:12][CH2:24][CH2:23][N:19]([C:13]3[CH:18]=[CH:17][CH:16]=[CH:15][CH:14]=3)[CH2:20][CH2:21][OH:22])[N:11]=[C:4]2[N:3]=1. The catalyst class is: 7. (4) Reactant: [CH3:1][N:2]([CH2:4][CH2:5][CH2:6][Si:7]([O:12][CH3:13])([O:10][CH3:11])[O:8][CH3:9])[CH3:3].[CH2:14]([Br:18])[CH2:15][CH2:16][CH3:17]. Product: [Br-:18].[CH3:13][O:12][Si:7]([CH2:6][CH2:5][CH2:4][N+:2]([CH2:14][CH2:15][CH2:16][CH3:17])([CH3:3])[CH3:1])([O:8][CH3:9])[O:10][CH3:11]. The catalyst class is: 27. (5) Reactant: [CH:1]1([C:7](=O)[CH2:8][CH3:9])[CH2:6][CH2:5][CH2:4][CH2:3][CH2:2]1.[BH3-]C#[N:13].[Na+]. Product: [CH:1]1([CH:7]([NH2:13])[CH2:8][CH3:9])[CH2:6][CH2:5][CH2:4][CH2:3][CH2:2]1. The catalyst class is: 5. (6) Reactant: [CH3:1][C:2]1[C:3]([C:9]#[N:10])=[N:4][C:5]([CH3:8])=[CH:6][CH:7]=1.ClC1C=CC=C(C(OO)=[O:19])C=1.S([O-])([O-])=O.[Na+].[Na+]. Product: [CH3:1][C:2]1[CH:7]=[CH:6][C:5]([CH3:8])=[N+:4]([O-:19])[C:3]=1[C:9]#[N:10]. The catalyst class is: 22.